Dataset: Full USPTO retrosynthesis dataset with 1.9M reactions from patents (1976-2016). Task: Predict the reactants needed to synthesize the given product. (1) Given the product [C:49]([O:52][CH2:53][CH2:54][CH2:55][S:56]([NH:59][C:31](=[O:32])[C:30]1[CH:29]=[CH:28][C:27]([CH2:26][CH2:25][N:11]2[C:12]([CH2:16][N:17]3[CH2:21][CH2:20][CH2:19][C@@H:18]3[CH2:22][CH2:23][CH3:24])=[C:13]([Cl:15])[CH:14]=[C:9]([Cl:8])[C:10]2=[O:36])=[CH:35][CH:34]=1)(=[O:57])=[O:58])(=[O:51])[CH3:50], predict the reactants needed to synthesize it. The reactants are: FC(F)(F)C(O)=O.[Cl:8][C:9]1[C:10](=[O:36])[N:11]([CH2:25][CH2:26][C:27]2[CH:35]=[CH:34][C:30]([C:31](O)=[O:32])=[CH:29][CH:28]=2)[C:12]([CH2:16][N:17]2[CH2:21][CH2:20][CH2:19][C@@H:18]2[CH2:22][CH2:23][CH3:24])=[C:13]([Cl:15])[CH:14]=1.C1N=CN(C(N2C=NC=C2)=O)C=1.[C:49]([O:52][CH2:53][CH2:54][CH2:55][S:56]([NH2:59])(=[O:58])=[O:57])(=[O:51])[CH3:50].N12CCCN=C1CCCCC2. (2) Given the product [Br:1][C:2]1[CH:7]=[C:6]([C:28]([C:21]2[C:22]3[CH:23]=[N:24][CH:25]=[CH:26][C:27]=3[N:19]([CH:16]([CH3:18])[CH3:17])[N:20]=2)=[O:29])[CH:5]=[CH:4][N:3]=1, predict the reactants needed to synthesize it. The reactants are: [Br:1][C:2]1[CH:7]=[C:6](I)[CH:5]=[CH:4][N:3]=1.C([Mg]Cl)(C)C.[Li+].[Cl-].[CH:16]([N:19]1[C:27]2[CH:26]=[CH:25][N:24]=[CH:23][C:22]=2[C:21]([C:28](N(OC)C)=[O:29])=[N:20]1)([CH3:18])[CH3:17]. (3) Given the product [CH3:54][O:55][CH2:56][CH2:57][NH:58][C:18](=[O:20])[CH2:17][CH:14]1[S:13][C:12]([C:9]2[NH:10][C:11]3[C:7]([CH:8]=2)=[CH:6][C:5]([O:21][C:22]2[CH:23]=[N:24][C:25]([S:28]([CH3:31])(=[O:29])=[O:30])=[CH:26][CH:27]=2)=[CH:4][C:3]=3[O:2][CH3:1])=[N:16][CH2:15]1, predict the reactants needed to synthesize it. The reactants are: [CH3:1][O:2][C:3]1[CH:4]=[C:5]([O:21][C:22]2[CH:23]=[N:24][C:25]([S:28]([CH3:31])(=[O:30])=[O:29])=[CH:26][CH:27]=2)[CH:6]=[C:7]2[C:11]=1[NH:10][C:9]([C:12]1[S:13][CH:14]([CH2:17][C:18]([OH:20])=O)[CH2:15][N:16]=1)=[CH:8]2.Cl.C(N=C=NCCCN(C)C)C.ON1C2C=CC=CC=2N=N1.[CH3:54][O:55][CH2:56][CH2:57][NH2:58]. (4) Given the product [F:20][C:21]([F:26])([F:25])[C:22]([OH:24])=[O:23].[NH2:7][C@H:8]([CH2:9][CH2:10][CH3:11])[C:12]([N:14]1[CH2:15][CH:16]([F:18])[CH2:17]1)=[O:13], predict the reactants needed to synthesize it. The reactants are: C(OC(=O)[NH:7][C@@H:8]([C:12]([N:14]1[CH2:17][CH:16]([F:18])[CH2:15]1)=[O:13])[CH2:9][CH2:10][CH3:11])(C)(C)C.[F:20][C:21]([F:26])([F:25])[C:22]([OH:24])=[O:23]. (5) Given the product [OH:1][C:2]1[C:3]([C:17](=[N:19][NH:20][C:21]([C:23]2[S:27][C:26]([C:28]([N:30]([CH2:32][CH2:33][C:34]([OH:36])=[O:35])[CH3:31])=[O:29])=[CH:25][CH:24]=2)=[O:22])[CH3:18])=[CH:4][S:5][C:6]=1[C:7]1[CH:8]=[CH:9][C:10]([C:13]([F:15])([F:14])[F:16])=[CH:11][CH:12]=1, predict the reactants needed to synthesize it. The reactants are: [OH:1][C:2]1[C:3]([C:17](=[N:19][NH:20][C:21]([C:23]2[S:27][C:26]([C:28]([N:30]([CH2:32][CH2:33][C:34]([O:36]C(C)(C)C)=[O:35])[CH3:31])=[O:29])=[CH:25][CH:24]=2)=[O:22])[CH3:18])=[CH:4][S:5][C:6]=1[C:7]1[CH:12]=[CH:11][C:10]([C:13]([F:16])([F:15])[F:14])=[CH:9][CH:8]=1. (6) Given the product [CH3:31][C:38]([OH:37])([CH2:25][CH2:24][C:22]1[S:23][C:19]([C:4]2[CH:5]=[C:6]([NH:8][C:9]3[N:14]=[C:13]([C:15]([F:17])([F:18])[F:16])[CH:12]=[CH:11][N:10]=3)[CH:7]=[C:2]([CH3:1])[CH:3]=2)=[CH:20][N:21]=1)[CH3:34], predict the reactants needed to synthesize it. The reactants are: [CH3:1][C:2]1[CH:3]=[C:4]([C:19]2[S:23][C:22]([CH2:24][CH2:25]C(OCC)=O)=[N:21][CH:20]=2)[CH:5]=[C:6]([NH:8][C:9]2[N:14]=[C:13]([C:15]([F:18])([F:17])[F:16])[CH:12]=[CH:11][N:10]=2)[CH:7]=1.[CH3:31][Mg]Br.[CH2:34]1[CH2:38][O:37]CC1. (7) Given the product [CH2:20]([C:15]1[CH:16]=[CH:17][C:12]([N:9]2[C:10]([CH3:11])=[C:6]([C:4]([OH:3])=[O:5])[CH:7]=[N:8]2)=[N:13][C:14]=1[CH3:19])[CH3:21], predict the reactants needed to synthesize it. The reactants are: C([O:3][C:4]([C:6]1[CH:7]=[N:8][N:9]([C:12]2[CH:17]=[CH:16][C:15](I)=[C:14]([CH3:19])[N:13]=2)[C:10]=1[CH3:11])=[O:5])C.[CH2:20](OC(C1C=NN(C2C=CC(Br)=CN=2)C=1C)=O)[CH3:21]. (8) Given the product [F:40][C:39]([F:41])([F:42])[C:36]1[CH:35]=[CH:34][C:33]([NH:32][C:28]([CH:9]2[CH:8]([C:4]3[CH:5]=[CH:6][CH:7]=[C:2]([Cl:1])[C:3]=3[F:31])[C:12]([C:15]3[CH:20]=[CH:19][C:18]([Cl:21])=[CH:17][C:16]=3[F:22])([C:13]#[N:14])[CH:11]([CH2:23][C:24]([CH3:25])([CH3:27])[CH3:26])[NH:10]2)=[O:29])=[CH:38][CH:37]=1, predict the reactants needed to synthesize it. The reactants are: [Cl:1][C:2]1[C:3]([F:31])=[C:4]([CH:8]2[C:12]([C:15]3[CH:20]=[CH:19][C:18]([Cl:21])=[CH:17][C:16]=3[F:22])([C:13]#[N:14])[CH:11]([CH2:23][C:24]([CH3:27])([CH3:26])[CH3:25])[NH:10][CH:9]2[C:28](O)=[O:29])[CH:5]=[CH:6][CH:7]=1.[NH2:32][C:33]1[CH:38]=[CH:37][C:36]([C:39]([F:42])([F:41])[F:40])=[CH:35][CH:34]=1.CN(C(ON1N=NC2C=CC=NC1=2)=[N+](C)C)C.F[P-](F)(F)(F)(F)F.CCN(C(C)C)C(C)C.